Dataset: Reaction yield outcomes from USPTO patents with 853,638 reactions. Task: Predict the reaction yield, written as a fraction of the theoretical maximum amount of product (1.0 means a 100% yield; for example, 0.34 means a 34% yield). (1) The reactants are [OH:1][C:2]1[CH:3]=[C:4]([CH2:8][C:9]([OH:11])=[O:10])[CH:5]=[CH:6][CH:7]=1.[C:12](OC(O[C:12]([CH3:15])([CH3:14])[CH3:13])N(C)C)([CH3:15])([CH3:14])[CH3:13].C(OCC)(=O)C. The catalyst is C1(C)C=CC=CC=1.CCCCCC. The product is [C:12]([O:10][C:9](=[O:11])[CH2:8][C:4]1[CH:5]=[CH:6][CH:7]=[C:2]([OH:1])[CH:3]=1)([CH3:15])([CH3:14])[CH3:13]. The yield is 0.560. (2) The reactants are [NH2:1][C:2]1[CH:7]=[CH:6][C:5]([OH:8])=[CH:4][CH:3]=1.CC(C)([O-])C.[K+].[CH3:15][NH:16][C:17]([C:19]1[CH:24]=[C:23](Cl)[CH:22]=[CH:21][N:20]=1)=[O:18].C([O-])([O-])=O.[K+].[K+]. The catalyst is CN(C=O)C. The product is [CH3:15][NH:16][C:17]([C:19]1[CH:24]=[C:23]([O:8][C:5]2[CH:6]=[CH:7][C:2]([NH2:1])=[CH:3][CH:4]=2)[CH:22]=[CH:21][N:20]=1)=[O:18]. The yield is 0.840. (3) The reactants are [CH3:1][C:2]([N:6]1[CH2:11][CH2:10][N:9]([CH3:12])[CH2:8][CH2:7]1)([CH3:5])[CH:3]=O.N1CCCC1.[Si](Cl)(C)(C)C.[NH2:23][C:24]1[N:29]=[CH:28][N:27]=[C:26]2[N:30]([CH2:47][C@@H:48]3[CH2:52][CH2:51][CH2:50][N:49]3[C:53](=[O:57])[CH2:54][C:55]#[N:56])[N:31]=[C:32]([C:33]3[CH:38]=[CH:37][C:36]([O:39][C:40]4[CH:45]=[CH:44][CH:43]=[CH:42][CH:41]=4)=[CH:35][C:34]=3[F:46])[C:25]=12. The catalyst is CC#N.C(Cl)Cl.O. The product is [NH2:23][C:24]1[N:29]=[CH:28][N:27]=[C:26]2[N:30]([CH2:47][C@@H:48]3[CH2:52][CH2:51][CH2:50][N:49]3[C:53]([C:54](=[CH:3][C:2]([CH3:5])([N:6]3[CH2:11][CH2:10][N:9]([CH3:12])[CH2:8][CH2:7]3)[CH3:1])[C:55]#[N:56])=[O:57])[N:31]=[C:32]([C:33]3[CH:38]=[CH:37][C:36]([O:39][C:40]4[CH:41]=[CH:42][CH:43]=[CH:44][CH:45]=4)=[CH:35][C:34]=3[F:46])[C:25]=12. The yield is 0.0200. (4) The reactants are [CH3:1][C:2]1[CH:20]=[CH:19][CH:18]=[CH:17][C:3]=1[C:4]([NH:6][C:7]1[C:16]2[CH2:15][CH2:14][CH2:13][CH2:12][C:11]=2[CH:10]=[CH:9][CH:8]=1)=[O:5].Cl[S:22]([OH:25])(=[O:24])=[O:23]. The catalyst is C(O)(C(F)(F)F)=O. The product is [CH3:1][C:2]1[CH:20]=[CH:19][CH:18]=[CH:17][C:3]=1[C:4]([NH:6][C:7]1[C:16]2[CH2:15][CH2:14][CH2:13][CH2:12][C:11]=2[C:10]([S:22]([OH:25])(=[O:24])=[O:23])=[CH:9][CH:8]=1)=[O:5]. The yield is 0.680. (5) The reactants are C[O:2][C:3]([C:5]1[CH:6]=[CH:7][C:8]2[CH2:9][C@H:10]3[C@@H:15]([C:16]=2[CH:17]=1)[CH2:14][CH2:13][CH2:12][N:11]3[C:18]([C:20]1[CH:28]=[CH:27][C:23]2[NH:24][CH:25]=[N:26][C:22]=2[CH:21]=1)=[O:19])=[O:4].COC(C1C=CC2[C@@H]3[C@@H](N(C(C4C=CC5NC=NC=5C=4)=O)CCC3)CC=2C=1)=O. No catalyst specified. The product is [NH:24]1[C:23]2[CH:27]=[CH:28][C:20]([C:18]([N:11]3[CH2:12][CH2:13][CH2:14][C@@H:9]4[C:8]5[CH:7]=[CH:6][C:5]([C:3]([OH:2])=[O:4])=[CH:17][C:16]=5[CH2:15][C@H:10]34)=[O:19])=[CH:21][C:22]=2[N:26]=[CH:25]1. The yield is 0.0500. (6) The product is [CH:15]1[CH:16]=[C:17]2[CH:18]=[CH:19][C:20]([OH:24])=[C:21]([C:21]3[C:22]4[C:17](=[CH:16][CH:15]=[CH:14][CH:23]=4)[CH:18]=[CH:19][C:20]=3[OH:24])[C:22]2=[CH:23][CH:14]=1. The catalyst is C1C2C(=CC=CC=2)C=CC=1O.C(Cl)(Cl)(Cl)Cl. The yield is 0.940. The reactants are C(O[C:14]1[CH:23]=[C:22]2[C:17]([CH:18]=[CH:19][C:20]([OH:24])=[CH:21]2)=[CH:16][CH:15]=1)CCCCCCCCCCC.